Dataset: Forward reaction prediction with 1.9M reactions from USPTO patents (1976-2016). Task: Predict the product of the given reaction. (1) The product is: [F:1][C:2]1[C:3]([C:9]2[CH:14]=[C:13]([NH:15][C:16]3[C:17]4[C:18](=[CH:22][N:23]([CH2:26][CH2:27][OH:28])[N:24]=4)[N:19]=[CH:20][CH:21]=3)[CH:12]=[CH:11][N:10]=2)=[N:4][C:5]([CH3:8])=[CH:6][CH:7]=1. Given the reactants [F:1][C:2]1[C:3]([C:9]2[CH:14]=[C:13]([NH:15][C:16]3[C:17]4[C:18](=[CH:22][NH:23][N:24]=4)[N:19]=[CH:20][CH:21]=3)[CH:12]=[CH:11][N:10]=2)=[N:4][C:5]([CH3:8])=[CH:6][CH:7]=1.Br[CH2:26][CH2:27][OH:28].C(=O)([O-])[O-].[Cs+].[Cs+], predict the reaction product. (2) Given the reactants [CH3:1][O:2][C:3]1[C:12]2[C:7](=[CH:8][CH:9]=[CH:10][CH:11]=2)[C:6]([C:13]2[O:14][C:15](=[O:23])[C:16]3[N:22]=[CH:21][CH:20]=[CH:19][C:17]=3[N:18]=2)=[CH:5][CH:4]=1.[O:24]1[CH2:29][CH2:28][CH:27]([CH2:30][NH2:31])[CH2:26][CH2:25]1, predict the reaction product. The product is: [CH3:1][O:2][C:3]1[C:12]2[C:7](=[CH:8][CH:9]=[CH:10][CH:11]=2)[C:6]([C:13]([NH:18][C:17]2[C:16]([C:15]([NH:31][CH2:30][CH:27]3[CH2:28][CH2:29][O:24][CH2:25][CH2:26]3)=[O:23])=[N:22][CH:21]=[CH:20][CH:19]=2)=[O:14])=[CH:5][CH:4]=1. (3) Given the reactants I[C:2]1[C:3](=[O:31])[N:4]([CH2:23][CH2:24][C:25]2[CH:30]=[CH:29][CH:28]=[CH:27][CH:26]=2)[C:5]([C:9]2[CH:14]=[CH:13][CH:12]=[CH:11][C:10]=2[O:15]CC2C=CC=CC=2)=[N:6][C:7]=1[CH3:8].[F:32][C:33]1[CH:34]=[C:35](B(O)O)[CH:36]=[CH:37][CH:38]=1.S1C=CC(B(O)O)=C1, predict the reaction product. The product is: [F:32][C:33]1[CH:38]=[C:37]([C:2]2[C:3](=[O:31])[N:4]([CH2:23][CH2:24][C:25]3[CH:26]=[CH:27][CH:28]=[CH:29][CH:30]=3)[C:5]([C:9]3[CH:14]=[CH:13][CH:12]=[CH:11][C:10]=3[OH:15])=[N:6][C:7]=2[CH3:8])[CH:36]=[CH:35][CH:34]=1. (4) Given the reactants C1C=CC(P([C:14]2[C:23]([C:24]3C(P(C4C=CC=CC=4)C4C=CC=CC=4)=CC=C4C=3C=CC=C4)=[C:22]3[C:17](C=CC=C3)=[CH:16][CH:15]=2)C2C=CC=CC=2)=CC=1.CC1(C)C(C)(C)OB([C:55]2[CH:60]=[CH:59][N:58]=[CH:57][CH:56]=2)O1.[C:62]([O-])([O-])=[O:63].[K+].[K+].[OH2:68].[O:69]1CCOCC1, predict the reaction product. The product is: [N:58]1[CH:57]=[CH:56][C:55]([CH:22]2[CH:17]3[O:68][CH:14]([CH2:15][CH2:16]3)[CH:23]2[C:24]([O:63][CH3:62])=[O:69])=[CH:60][CH:59]=1. (5) Given the reactants [Cl:1][C:2]1[N:10]=[C:9]([NH2:11])[N:8]=[C:7]2[C:3]=1[N:4]=[CH:5][NH:6]2.[CH3:12][O:13][C:14]1[CH:15]=[C:16]([CH:20]=[C:21]([O:25][CH3:26])[C:22]=1[O:23][CH3:24])[C:17](Cl)=[O:18], predict the reaction product. The product is: [NH2:11][C:9]1[N:8]=[C:7]2[C:3]([N:4]=[CH:5][N:6]2[C:17]([C:16]2[CH:20]=[C:21]([O:25][CH3:26])[C:22]([O:23][CH3:24])=[C:14]([O:13][CH3:12])[CH:15]=2)=[O:18])=[C:2]([Cl:1])[N:10]=1.